Dataset: hERG Central: cardiac toxicity at 1µM, 10µM, and general inhibition. Task: Predict hERG channel inhibition at various concentrations. (1) The compound is C/C(=N\NC(=O)c1ccccc1O)C1CC1. Results: hERG_inhib (hERG inhibition (general)): blocker. (2) The compound is CCOc1ccc(CN2CCN(Cc3cccn3-c3ncccn3)CC2CCO)cc1. Results: hERG_inhib (hERG inhibition (general)): blocker.